This data is from Reaction yield outcomes from USPTO patents with 853,638 reactions. The task is: Predict the reaction yield, written as a fraction of the theoretical maximum amount of product (1.0 means a 100% yield; for example, 0.34 means a 34% yield). The reactants are Cl[C:2]([O:4][C:5]1[CH:10]=[CH:9][CH:8]=[CH:7][CH:6]=1)=[O:3].[NH2:11][CH2:12][CH2:13][CH:14]([NH:22][C:23](=[O:29])[O:24][C:25]([CH3:28])([CH3:27])[CH3:26])[C:15]1[CH:20]=[CH:19][C:18]([Cl:21])=[CH:17][CH:16]=1.C(=O)(O)[O-].[Na+]. The catalyst is O1CCOCC1. The product is [Cl:21][C:18]1[CH:19]=[CH:20][C:15]([CH:14]([NH:22][C:23](=[O:29])[O:24][C:25]([CH3:27])([CH3:26])[CH3:28])[CH2:13][CH2:12][NH:11][C:2]([O:4][C:5]2[CH:10]=[CH:9][CH:8]=[CH:7][CH:6]=2)=[O:3])=[CH:16][CH:17]=1. The yield is 1.00.